This data is from Full USPTO retrosynthesis dataset with 1.9M reactions from patents (1976-2016). The task is: Predict the reactants needed to synthesize the given product. Given the product [C:1]([O:5][C:6](=[O:20])[NH:7][C:8]1[CH:9]=[CH:10][C:11]([N:14]2[CH2:15][CH2:16][N:17]([CH2:30][C:29]3[CH:32]=[CH:33][CH:34]=[C:27]([C:25]4[O:24][N:23]=[C:22]([CH3:21])[N:26]=4)[CH:28]=3)[CH2:18][CH2:19]2)=[CH:12][CH:13]=1)([CH3:4])([CH3:2])[CH3:3], predict the reactants needed to synthesize it. The reactants are: [C:1]([O:5][C:6](=[O:20])[NH:7][C:8]1[CH:13]=[CH:12][C:11]([N:14]2[CH2:19][CH2:18][NH:17][CH2:16][CH2:15]2)=[CH:10][CH:9]=1)([CH3:4])([CH3:3])[CH3:2].[CH3:21][C:22]1[N:26]=[C:25]([C:27]2[CH:28]=[C:29]([CH:32]=[CH:33][CH:34]=2)[CH:30]=O)[O:24][N:23]=1.C(O)(=O)C.C(O[BH-](OC(=O)C)OC(=O)C)(=O)C.[Na+].